Dataset: Full USPTO retrosynthesis dataset with 1.9M reactions from patents (1976-2016). Task: Predict the reactants needed to synthesize the given product. Given the product [Br:19][C:14]1[CH:15]=[CH:16][C:17]([O:18][C:2]2[N:6]([CH3:7])[C:5]3[CH:8]=[CH:9][CH:10]=[CH:11][C:4]=3[N:3]=2)=[CH:12][CH:13]=1, predict the reactants needed to synthesize it. The reactants are: Cl[C:2]1[N:6]([CH3:7])[C:5]2[CH:8]=[CH:9][CH:10]=[CH:11][C:4]=2[N:3]=1.[CH:12]1[C:17]([OH:18])=[CH:16][CH:15]=[C:14]([Br:19])[CH:13]=1.